This data is from Full USPTO retrosynthesis dataset with 1.9M reactions from patents (1976-2016). The task is: Predict the reactants needed to synthesize the given product. (1) Given the product [Cl:20][C:2]1[C:7]([C:8]#[N:9])=[C:6]([C:10]2[CH:11]=[N:12][CH:13]=[C:14]([O:16][CH3:17])[CH:15]=2)[N:5]=[CH:4][N:3]=1, predict the reactants needed to synthesize it. The reactants are: O[C:2]1[C:7]([C:8]#[N:9])=[C:6]([C:10]2[CH:11]=[N:12][CH:13]=[C:14]([O:16][CH3:17])[CH:15]=2)[N:5]=[CH:4][N:3]=1.O=P(Cl)(Cl)[Cl:20]. (2) Given the product [C:16]([C:13]1[CH:12]=[CH:11][C:10]([N:8]2[CH:9]=[C:5]([CH2:4][CH2:3][CH2:2][O:1][C:23]3[C:28]([O:29][CH3:30])=[CH:27][CH:26]=[CH:25][C:24]=3[CH2:31][C:32]([OH:34])=[O:33])[C:6]([CH:19]([CH3:21])[CH3:20])=[N:7]2)=[N:15][CH:14]=1)(=[O:18])[CH3:17], predict the reactants needed to synthesize it. The reactants are: [OH:1][CH2:2][CH2:3][CH2:4][C:5]1[C:6]([CH:19]([CH3:21])[CH3:20])=[N:7][N:8]([C:10]2[N:15]=[CH:14][C:13]([C:16](=[O:18])[CH3:17])=[CH:12][CH:11]=2)[CH:9]=1.O[C:23]1[C:28]([O:29][CH3:30])=[CH:27][CH:26]=[CH:25][C:24]=1[CH2:31][C:32]([O:34]C)=[O:33].C(P(CCCC)CCCC)CCC.N(C(N1CCCCC1)=O)=NC(N1CCCCC1)=O.